This data is from Reaction yield outcomes from USPTO patents with 853,638 reactions. The task is: Predict the reaction yield, written as a fraction of the theoretical maximum amount of product (1.0 means a 100% yield; for example, 0.34 means a 34% yield). (1) The catalyst is CCOCC.CS(C)=O.O. The reactants are [Cl:1][C:2]1[CH:10]=[CH:9][C:5]([CH2:6][C:7]#[N:8])=[CH:4][CH:3]=1.Br[CH2:12][CH2:13][CH2:14]Br.[H-].[Na+].CC(O)C. The yield is 0.700. The product is [Cl:1][C:2]1[CH:10]=[CH:9][C:5]([C:6]2([C:7]#[N:8])[CH2:14][CH2:13][CH2:12]2)=[CH:4][CH:3]=1. (2) The reactants are [CH2:1]1[C:7]2[C:8]3[CH:14]=[CH:13][C:12]([N:15]4[CH:20]=[CH:19][C:18]([O:21][CH2:22][C:23]5[CH:24]=[N:25][C:26]([C:29]([F:32])([F:31])[F:30])=[CH:27][CH:28]=5)=[CH:17][C:16]4=[O:33])=[CH:11][C:9]=3[O:10][C:6]=2[CH2:5][CH2:4][CH2:3][NH:2]1.[ClH:34].CCOCC. The catalyst is CO. The product is [ClH:34].[CH2:1]1[C:7]2[C:8]3[CH:14]=[CH:13][C:12]([N:15]4[CH:20]=[CH:19][C:18]([O:21][CH2:22][C:23]5[CH:24]=[N:25][C:26]([C:29]([F:31])([F:32])[F:30])=[CH:27][CH:28]=5)=[CH:17][C:16]4=[O:33])=[CH:11][C:9]=3[O:10][C:6]=2[CH2:5][CH2:4][CH2:3][NH:2]1. The yield is 0.970. (3) The reactants are [NH2:1][C:2]([O:4][CH2:5][CH3:6])=[O:3].[CH:7]1[C:20]2[CH:19]([C:21](Cl)=[O:22])[C:18]3[C:13](=[CH:14][CH:15]=[CH:16][CH:17]=3)[O:12][C:11]=2[CH:10]=[CH:9][CH:8]=1. The catalyst is CN(C1C=CN=CC=1)C.N1C=CC=CC=1. The product is [CH2:5]([O:4][C:2](=[O:3])[NH:1][C:21]([CH:19]1[C:20]2[CH:7]=[CH:8][CH:9]=[CH:10][C:11]=2[O:12][C:13]2[C:18]1=[CH:17][CH:16]=[CH:15][CH:14]=2)=[O:22])[CH3:6]. The yield is 0.670. (4) The reactants are [C:1]([O:5][C:6](=[O:17])[NH:7][CH2:8][CH2:9][C:10]1[CH:15]=[CH:14][C:13]([NH2:16])=[CH:12][CH:11]=1)([CH3:4])([CH3:3])[CH3:2].[CH:18]([C:21]1[CH:26]=[CH:25][C:24]([S:27](Cl)(=[O:29])=[O:28])=[CH:23][CH:22]=1)([CH3:20])[CH3:19]. The catalyst is N1C=CC=CC=1. The product is [C:1]([O:5][C:6](=[O:17])[NH:7][CH2:8][CH2:9][C:10]1[CH:15]=[CH:14][C:13]([NH:16][S:27]([C:24]2[CH:25]=[CH:26][C:21]([CH:18]([CH3:20])[CH3:19])=[CH:22][CH:23]=2)(=[O:29])=[O:28])=[CH:12][CH:11]=1)([CH3:4])([CH3:2])[CH3:3]. The yield is 0.500. (5) The reactants are [CH3:1][C:2]1[N:3]=[CH:4][C:5]([NH2:8])=[N:6][CH:7]=1.N1C=CC=CC=1.[Br:15]Br.O. The catalyst is C(Cl)(Cl)Cl. The product is [Br:15][C:4]1[C:5]([NH2:8])=[N:6][CH:7]=[C:2]([CH3:1])[N:3]=1. The yield is 0.564. (6) The reactants are [CH2:1]([O:8][C:9]1[CH:14]=[CH:13][C:12]([C:15]2(O)[CH2:20][CH2:19][N:18](C(OC(C)(C)C)=O)[CH2:17][CH2:16]2)=[CH:11][CH:10]=1)[CH2:2][CH2:3][CH2:4][CH2:5][CH2:6][CH3:7].C([SiH](CC)CC)C.FC(F)(F)C(O)=O. The catalyst is C(Cl)Cl. The product is [CH2:1]([O:8][C:9]1[CH:14]=[CH:13][C:12]([CH:15]2[CH2:20][CH2:19][NH:18][CH2:17][CH2:16]2)=[CH:11][CH:10]=1)[CH2:2][CH2:3][CH2:4][CH2:5][CH2:6][CH3:7]. The yield is 0.580.